Dataset: Full USPTO retrosynthesis dataset with 1.9M reactions from patents (1976-2016). Task: Predict the reactants needed to synthesize the given product. (1) Given the product [OH:37][C:25]1[C:24](=[O:23])[N:13]([C:14]2[N:15]=[N:16][C:17]([CH3:20])=[CH:18][CH:19]=2)[CH:9]([C:8]2[CH:11]=[CH:12][C:5]([O:4][CH:1]([CH3:3])[CH3:2])=[CH:6][CH:7]=2)[C:26]=1[C:27](=[O:28])[C:29]1[CH:34]=[CH:33][C:32]([O:35][CH3:36])=[CH:31][CH:30]=1, predict the reactants needed to synthesize it. The reactants are: [CH:1]([O:4][C:5]1[CH:12]=[CH:11][C:8]([CH:9]=O)=[CH:7][CH:6]=1)([CH3:3])[CH3:2].[NH2:13][C:14]1[N:15]=[N:16][C:17]([CH3:20])=[CH:18][CH:19]=1.C([O:23][C:24](=O)[C:25]([OH:37])=[CH:26][C:27]([C:29]1[CH:34]=[CH:33][C:32]([O:35][CH3:36])=[CH:31][CH:30]=1)=[O:28])C. (2) Given the product [CH3:1][O:2][C:3](=[O:15])[C:4]1[CH:9]=[C:8]([F:10])[CH:7]=[C:6]([NH2:20])[C:5]=1[N+:12]([O-:14])=[O:13], predict the reactants needed to synthesize it. The reactants are: [CH3:1][O:2][C:3](=[O:15])[C:4]1[CH:9]=[C:8]([F:10])[CH:7]=[C:6](F)[C:5]=1[N+:12]([O-:14])=[O:13].C(=O)([O-])[O-].[NH4+:20].[NH4+].O. (3) Given the product [F:1][C:2]1[CH:10]=[C:9]2[C:5]([C:6]([C:11]3[CH2:12][CH2:13][N:14]([CH2:22][CH2:23][CH:24]4[C:29]5[CH:30]=[CH:31][C:32]([C:34]([NH2:36])=[O:35])=[CH:33][C:28]=5[CH2:27][CH2:26][O:25]4)[CH2:15][CH:16]=3)=[CH:7][NH:8]2)=[CH:4][CH:3]=1, predict the reactants needed to synthesize it. The reactants are: [F:1][C:2]1[CH:10]=[C:9]2[C:5]([C:6]([C:11]3[CH2:12][CH2:13][NH:14][CH2:15][CH:16]=3)=[CH:7][NH:8]2)=[CH:4][CH:3]=1.CS(O[CH2:22][CH2:23][CH:24]1[C:29]2[CH:30]=[CH:31][C:32]([C:34]([NH2:36])=[O:35])=[CH:33][C:28]=2[CH2:27][CH2:26][O:25]1)(=O)=O.C(=O)([O-])[O-].[K+].[K+].[I-].[K+]. (4) Given the product [F:1][C:2]1[CH:7]=[C:6]([CH2:8][N:37]2[C:36]([C:43]([C:45]3[CH:46]=[C:47]([CH:51]=[CH:52][C:53]#[N:54])[CH:48]=[CH:49][CH:50]=3)=[O:44])=[C:35]([CH:32]([CH3:33])[CH3:34])[C:40](=[O:41])[NH:39][C:38]2=[O:42])[CH:5]=[C:4]([NH:10][CH2:11][C:12]2[CH:17]=[CH:16][C:15]([O:18][CH3:19])=[CH:14][CH:13]=2)[N:3]=1, predict the reactants needed to synthesize it. The reactants are: [F:1][C:2]1[CH:7]=[C:6]([CH2:8]O)[CH:5]=[C:4]([NH:10][CH2:11][C:12]2[CH:17]=[CH:16][C:15]([O:18][CH3:19])=[CH:14][CH:13]=2)[N:3]=1.C(N(CC)CC)C.CS(Cl)(=O)=O.[CH:32]([C:35]1[C:40](=[O:41])[NH:39][C:38](=[O:42])[NH:37][C:36]=1[C:43]([C:45]1[CH:46]=[C:47]([CH:51]=[CH:52][C:53]#[N:54])[CH:48]=[CH:49][CH:50]=1)=[O:44])([CH3:34])[CH3:33].C(=O)([O-])[O-].[K+].[K+].[I-].[Li+]. (5) Given the product [CH2:1]([O:3][C:4]([N:6]1[C:11]2[CH:12]=[C:13]([C:16]([N:18]3[C:27]4[C:22](=[CH:23][CH:24]=[CH:25][CH:26]=4)[C@H:21]([N:28]([C:47](=[O:49])[CH3:48])[C:34]4[CH:35]=[CH:36][C:31]([Cl:30])=[CH:32][CH:33]=4)[CH2:20][C@@H:19]3[CH3:29])=[O:17])[CH:14]=[CH:15][C:10]=2[O:9][CH2:8][CH2:7]1)=[O:5])[CH3:2], predict the reactants needed to synthesize it. The reactants are: [CH2:1]([O:3][C:4]([N:6]1[C:11]2[CH:12]=[C:13]([C:16]([N:18]3[C:27]4[C:22](=[CH:23][CH:24]=[CH:25][CH:26]=4)[C@H:21]([NH2:28])[CH2:20][C@@H:19]3[CH3:29])=[O:17])[CH:14]=[CH:15][C:10]=2[O:9][CH2:8][CH2:7]1)=[O:5])[CH3:2].[Cl:30][C:31]1[CH:36]=[CH:35][C:34](B(O)O)=[CH:33][CH:32]=1.C(N(CC)CC)C.[C:47](OCC)(=[O:49])[CH3:48]. (6) Given the product [C:1]([O:5][C:6](=[O:22])[NH:7][CH2:8][CH:9]([CH2:20][O:21][C:23]([C:24]1[CH:29]=[CH:28][CH:27]=[CH:26][CH:25]=1)([C:36]1[CH:37]=[CH:38][CH:39]=[CH:40][CH:41]=1)[C:30]1[CH:31]=[CH:32][CH:33]=[CH:34][CH:35]=1)[CH2:10][CH2:11][N:12]1[CH:17]=[CH:16][C:15](=[O:18])[NH:14][C:13]1=[O:19])([CH3:3])([CH3:2])[CH3:4], predict the reactants needed to synthesize it. The reactants are: [C:1]([O:5][C:6](=[O:22])[NH:7][CH2:8][CH:9]([CH2:20][OH:21])[CH2:10][CH2:11][N:12]1[CH:17]=[CH:16][C:15](=[O:18])[NH:14][C:13]1=[O:19])([CH3:4])([CH3:3])[CH3:2].[C:23](Cl)([C:36]1[CH:41]=[CH:40][CH:39]=[CH:38][CH:37]=1)([C:30]1[CH:35]=[CH:34][CH:33]=[CH:32][CH:31]=1)[C:24]1[CH:29]=[CH:28][CH:27]=[CH:26][CH:25]=1. (7) Given the product [CH2:1]([O:8][CH:9]1[CH:14]([N+:15]([O-:17])=[O:16])[C:13]([C:30]2[CH:31]=[CH:32][C:27]([O:26][CH3:25])=[CH:28][C:29]=2[CH3:36])=[CH:12][CH:11]=[N:10]1)[C:2]1[CH:7]=[CH:6][CH:5]=[CH:4][CH:3]=1, predict the reactants needed to synthesize it. The reactants are: [CH2:1]([O:8][C:9]1[C:14]([N+:15]([O-:17])=[O:16])=[C:13](Cl)[CH:12]=[CH:11][N:10]=1)[C:2]1[CH:7]=[CH:6][CH:5]=[CH:4][CH:3]=1.C([O-])([O-])=O.[Na+].[Na+].[CH3:25][O:26][C:27]1[CH:32]=[CH:31][C:30](B(O)O)=[C:29]([CH3:36])[CH:28]=1.CCOC(C)=O. (8) Given the product [Br:1][C:2]1[CH:3]=[N:4][C:5]2[N:6]([N:8]=[C:9]([C:11]([N:26]3[CH2:25][CH2:24][C:23]4[C:28](=[CH:29][CH:30]=[CH:31][C:22]=4[C:21]4[C:16]([O:15][CH3:14])=[N:17][C:18]([O:33][CH3:34])=[CH:19][CH:20]=4)[CH:27]3[CH3:32])=[O:13])[CH:10]=2)[CH:7]=1, predict the reactants needed to synthesize it. The reactants are: [Br:1][C:2]1[CH:3]=[N:4][C:5]2[N:6]([N:8]=[C:9]([C:11]([OH:13])=O)[CH:10]=2)[CH:7]=1.[CH3:14][O:15][C:16]1[C:21]([C:22]2[CH:31]=[CH:30][CH:29]=[C:28]3[C:23]=2[CH2:24][CH2:25][NH:26][CH:27]3[CH3:32])=[CH:20][CH:19]=[C:18]([O:33][CH3:34])[N:17]=1. (9) Given the product [Br:24][CH2:20][CH2:44][C:27]1[C:26]([F:25])=[CH:31][C:30]([O:32][Si:33]([CH:40]([CH3:42])[CH3:41])([CH:34]([CH3:36])[CH3:35])[CH:37]([CH3:38])[CH3:39])=[CH:29][C:28]=1[F:43], predict the reactants needed to synthesize it. The reactants are: C1C=CC(P(C2C=CC=CC=2)C2C=CC=CC=2)=CC=1.[C:20]([Br:24])(Br)(Br)Br.[F:25][C:26]1[CH:31]=[C:30]([O:32][Si:33]([CH:40]([CH3:42])[CH3:41])([CH:37]([CH3:39])[CH3:38])[CH:34]([CH3:36])[CH3:35])[CH:29]=[C:28]([F:43])[C:27]=1[CH2:44]CO.